This data is from Forward reaction prediction with 1.9M reactions from USPTO patents (1976-2016). The task is: Predict the product of the given reaction. (1) Given the reactants Cl[C:2]1[C:7]([C:8]2[N:13]=[CH:12][N:11]=[C:10]([NH:14][CH:15]3[CH2:17][CH2:16]3)[CH:9]=2)=[CH:6][CH:5]=[CH:4][N:3]=1.[CH3:18][C:19]1[CH:24]=[CH:23][C:22]([N+:25]([O-:27])=[O:26])=[CH:21][C:20]=1[NH2:28].CC(C)([O-])C.[K+], predict the reaction product. The product is: [CH:15]1([NH:14][C:10]2[CH:9]=[C:8]([C:7]3[C:2]([NH:28][C:20]4[CH:21]=[C:22]([N+:25]([O-:27])=[O:26])[CH:23]=[CH:24][C:19]=4[CH3:18])=[N:3][CH:4]=[CH:5][CH:6]=3)[N:13]=[CH:12][N:11]=2)[CH2:17][CH2:16]1. (2) Given the reactants [Br:1][C:2]1[S:6][C:5]2=[C:7](C(O)=O)[N:8]=[CH:9][N:4]2[CH:3]=1.Br.[OH-].[Na+].C(=O)([O-])[O-].[Na+].[Na+], predict the reaction product. The product is: [Br:1][C:2]1[S:6][C:5]2=[CH:7][N:8]=[CH:9][N:4]2[CH:3]=1.